This data is from Forward reaction prediction with 1.9M reactions from USPTO patents (1976-2016). The task is: Predict the product of the given reaction. (1) Given the reactants NCC1C=C(NC(OCCC2C=CC(C(N[C:26]3[CH:27]=[C:28]4[C:33](=[CH:34][CH:35]=3)[C:32]([N:36](C(OC(C)(C)C)=O)C(OC(C)(C)C)=O)=N[CH:30]=[CH:29]4)C(O)=O)=CC=2C)=O)C=CC=1.[CH2:52]1CN([P+](ON2N=NC3C=CC=CC2=3)(N2CCCC2)N2CCCC2)C[CH2:53]1.F[P-](F)(F)(F)(F)F.C(O)(C(F)(F)F)=[O:86], predict the reaction product. The product is: [CH2:52]([C:27]1[C:28]([CH2:29][CH3:30])=[C:33]([CH:34]=[CH:35][CH:26]=1)[C:32]([NH2:36])=[O:86])[CH3:53]. (2) Given the reactants C([CH:5]([CH2:10][C:11]([OH:13])=[O:12])[CH2:6][C:7](O)=[O:8])C(C)C.C(OC(=O)C)(=O)C.[NH4+:21].[OH-], predict the reaction product. The product is: [C:7]([NH2:21])(=[O:8])[CH2:6][CH2:5][CH2:10][C:11]([OH:13])=[O:12].